From a dataset of Forward reaction prediction with 1.9M reactions from USPTO patents (1976-2016). Predict the product of the given reaction. (1) Given the reactants [Cl:1][C:2]1[CH:10]=[CH:9][CH:8]=[C:7]2[C:3]=1[C:4]([C:15]([OH:17])=O)=[CH:5][N:6]2[CH2:11][CH2:12][O:13][CH3:14].[F:18][C:19]1[CH:26]=[CH:25][CH:24]=[CH:23][C:20]=1[CH2:21][NH2:22].CCN(CC)CC.N1(O)C2C=CC=CC=2N=N1.C(Cl)CCl, predict the reaction product. The product is: [F:18][C:19]1[CH:26]=[CH:25][CH:24]=[CH:23][C:20]=1[CH2:21][NH:22][C:15]([C:4]1[C:3]2[C:7](=[CH:8][CH:9]=[CH:10][C:2]=2[Cl:1])[N:6]([CH2:11][CH2:12][O:13][CH3:14])[CH:5]=1)=[O:17]. (2) Given the reactants [C:1]([C:3]1[C:4]([CH:19]([C:23]2[CH:28]=[CH:27][C:26]([Cl:29])=[C:25]([Cl:30])[CH:24]=2)[CH2:20][CH:21]=O)=[C:5]([C:14]([O:16][CH2:17][CH3:18])=[O:15])[S:6][C:7]=1[N:8]1[CH2:13][CH2:12][O:11][CH2:10][CH2:9]1)#[N:2].Cl.[CH3:32][NH:33][CH3:34].C([O-])(=O)C.[Na+].C([BH3-])#N.[Na+].C([O-])(O)=O.[Na+], predict the reaction product. The product is: [C:1]([C:3]1[C:4]([CH:19]([C:23]2[CH:28]=[CH:27][C:26]([Cl:29])=[C:25]([Cl:30])[CH:24]=2)[CH2:20][CH2:21][N:33]([CH3:34])[CH3:32])=[C:5]([C:14]([O:16][CH2:17][CH3:18])=[O:15])[S:6][C:7]=1[N:8]1[CH2:9][CH2:10][O:11][CH2:12][CH2:13]1)#[N:2]. (3) Given the reactants [C:1]([C:5]1[CH:23]=[C:8]2[N:9]=[C:10]([CH3:22])[C:11]([CH:14]([CH2:19][CH2:20][CH3:21])[C:15]([O:17][CH3:18])=[O:16])=[C:12](Cl)[N:7]2[N:6]=1)([CH3:4])([CH3:3])[CH3:2].[Cl:24][C:25]1[CH:30]=[CH:29][C:28](B(O)O)=[CH:27][CH:26]=1.C(N(C(C)C)CC)(C)C, predict the reaction product. The product is: [C:1]([C:5]1[CH:23]=[C:8]2[N:9]=[C:10]([CH3:22])[C:11]([CH:14]([CH2:19][CH2:20][CH3:21])[C:15]([O:17][CH3:18])=[O:16])=[C:12]([C:28]3[CH:29]=[CH:30][C:25]([Cl:24])=[CH:26][CH:27]=3)[N:7]2[N:6]=1)([CH3:4])([CH3:3])[CH3:2]. (4) Given the reactants [CH3:1][O:2][C:3](=[O:20])[C:4]1[CH:9]=[C:8]([NH:10][S:11]([CH3:14])(=[O:13])=[O:12])[N:7]=[C:6]([NH:15][C@H:16]([CH2:18][CH3:19])[CH3:17])[CH:5]=1.[C:21](=O)([O-])[O-].[K+].[K+].IC.O, predict the reaction product. The product is: [CH3:1][O:2][C:3](=[O:20])[C:4]1[CH:9]=[C:8]([N:10]([S:11]([CH3:14])(=[O:13])=[O:12])[CH3:21])[N:7]=[C:6]([NH:15][C@H:16]([CH2:18][CH3:19])[CH3:17])[CH:5]=1.